This data is from Reaction yield outcomes from USPTO patents with 853,638 reactions. The task is: Predict the reaction yield, written as a fraction of the theoretical maximum amount of product (1.0 means a 100% yield; for example, 0.34 means a 34% yield). The reactants are Cl[C:2]1[CH:3]=[C:4]([N:9]2[C:13]3[C:14](=[O:31])[N:15]([C:18]4[CH:23]=[CH:22][C:21]([N:24]5[CH2:29][CH2:28][CH2:27][CH2:26][C:25]5=[O:30])=[CH:20][CH:19]=4)[CH2:16][CH2:17][C:12]=3[C:11]([C:32]([F:35])([F:34])[F:33])=[N:10]2)[CH:5]=[CH:6][C:7]=1[F:8].C[C:37]([N:39](C)C)=O. The yield is 0.500. The catalyst is [C-]#N.[C-]#N.[Zn+2].C1C=CC(/C=C/C(/C=C/C2C=CC=CC=2)=O)=CC=1.C1C=CC(/C=C/C(/C=C/C2C=CC=CC=2)=O)=CC=1.C1C=CC(/C=C/C(/C=C/C2C=CC=CC=2)=O)=CC=1.[Pd].[Pd].C1C=CC(P(C2C=CC=CC=2)[C-]2C=CC=C2)=CC=1.C1C=CC(P(C2C=CC=CC=2)[C-]2C=CC=C2)=CC=1.[Fe+2].[Zn]. The product is [F:8][C:7]1[CH:6]=[CH:5][C:4]([N:9]2[C:13]3[C:14](=[O:31])[N:15]([C:18]4[CH:19]=[CH:20][C:21]([N:24]5[CH2:29][CH2:28][CH2:27][CH2:26][C:25]5=[O:30])=[CH:22][CH:23]=4)[CH2:16][CH2:17][C:12]=3[C:11]([C:32]([F:35])([F:34])[F:33])=[N:10]2)=[CH:3][C:2]=1[C:37]#[N:39].